From a dataset of Reaction yield outcomes from USPTO patents with 853,638 reactions. Predict the reaction yield, written as a fraction of the theoretical maximum amount of product (1.0 means a 100% yield; for example, 0.34 means a 34% yield). (1) The reactants are [CH2:1]([N:3]1[C:7]([N:8]2[CH2:12][CH2:11][CH2:10][CH2:9]2)=[N:6][C:5]([C:13]#[CH:14])=[N:4]1)[CH3:2].Br[C:16]1[N:26]=[C:19]2[C:20]([CH3:25])=[N:21][CH:22]=[C:23]([CH3:24])[N:18]2[N:17]=1.C(N(CC)CC)C. The catalyst is O1CCOCC1.[Cu]I.Cl[Pd](Cl)([P](C1C=CC=CC=1)(C1C=CC=CC=1)C1C=CC=CC=1)[P](C1C=CC=CC=1)(C1C=CC=CC=1)C1C=CC=CC=1.C1(P(C2C=CC=CC=2)C2C=CC=CC=2)C=CC=CC=1. The product is [CH2:1]([N:3]1[C:7]([N:8]2[CH2:12][CH2:11][CH2:10][CH2:9]2)=[N:6][C:5]([C:13]#[C:14][C:16]2[N:26]=[C:19]3[C:20]([CH3:25])=[N:21][CH:22]=[C:23]([CH3:24])[N:18]3[N:17]=2)=[N:4]1)[CH3:2]. The yield is 0.372. (2) The reactants are [F:1][C:2]([F:11])([F:10])[C:3](=[O:9])[C:4]([O:6]CC)=[O:5].[OH-].[Na+].CO. The catalyst is C(O)C.O. The product is [F:1][C:2]([F:11])([F:10])[C:3](=[O:9])[C:4]([OH:6])=[O:5]. The yield is 0.990. (3) The reactants are [Cl:1][C:2]1[CH:7]=[CH:6][N:5]=[C:4]2[CH:8]=[C:9]([Sn](C)(C)C)[S:10][C:3]=12.Br[C:16]1[N:21]=[C:20]([CH:22]=[O:23])[CH:19]=[CH:18][CH:17]=1. The catalyst is [Pd].C1(P(C2C=CC=CC=2)C2C=CC=CC=2)C=CC=CC=1. The product is [Cl:1][C:2]1[CH:7]=[CH:6][N:5]=[C:4]2[CH:8]=[C:9]([C:16]3[N:21]=[C:20]([CH:22]=[O:23])[CH:19]=[CH:18][CH:17]=3)[S:10][C:3]=12. The yield is 0.270. (4) The reactants are Cl[C:2]1[N:11]=[C:10]([NH:12][CH2:13][CH2:14][CH:15]([C:22]2[CH:27]=[CH:26][CH:25]=[CH:24][CH:23]=2)[C:16]2[CH:21]=[CH:20][CH:19]=[CH:18][CH:17]=2)[C:9]2[C:4](=[CH:5][CH:6]=[CH:7][CH:8]=2)[N:3]=1.[NH:28]1[C:36]2[C:31](=[CH:32][C:33](B(O)O)=[CH:34][CH:35]=2)[CH:30]=[CH:29]1.C(NC1C2C(=CC=CC=2)N=C(C2SC3C=CC=CC=3C=2)N=1)(C1C=CC=CC=1)C1C=CC=CC=1. The catalyst is C1CCCCC1.CCOC(C)=O. The product is [C:16]1([CH:15]([C:22]2[CH:27]=[CH:26][CH:25]=[CH:24][CH:23]=2)[CH2:14][CH2:13][NH:12][C:10]2[C:9]3[C:4](=[CH:5][CH:6]=[CH:7][CH:8]=3)[N:3]=[C:2]([C:33]3[CH:32]=[C:31]4[C:36](=[CH:35][CH:34]=3)[NH:28][CH:29]=[CH:30]4)[N:11]=2)[CH:21]=[CH:20][CH:19]=[CH:18][CH:17]=1. The yield is 0.630.